This data is from Reaction yield outcomes from USPTO patents with 853,638 reactions. The task is: Predict the reaction yield, written as a fraction of the theoretical maximum amount of product (1.0 means a 100% yield; for example, 0.34 means a 34% yield). (1) The reactants are C(O)(C)C.[C:5]([O:9][C:10](=[O:23])[NH:11][CH2:12][CH2:13][N:14]1[CH2:21][CH:20]2[O:22][CH:16]([CH2:17][NH:18][CH2:19]2)[CH2:15]1)([CH3:8])([CH3:7])[CH3:6].[O:24]1[CH2:26][C@H:25]1[CH2:27][O:28][C:29]1[CH:36]=[CH:35][C:32]([C:33]#[N:34])=[CH:31][CH:30]=1. The catalyst is O. The product is [C:33]([C:32]1[CH:35]=[CH:36][C:29]([O:28][CH2:27][C@@H:25]([OH:24])[CH2:26][N:18]2[CH2:17][CH:16]3[O:22][CH:20]([CH2:21][N:14]([CH2:13][CH2:12][NH:11][C:10](=[O:23])[O:9][C:5]([CH3:8])([CH3:6])[CH3:7])[CH2:15]3)[CH2:19]2)=[CH:30][CH:31]=1)#[N:34]. The yield is 1.00. (2) The reactants are [Cl:1][C:2]1[CH:3]=[C:4]([NH:9][C:10]2[N:22]=[CH:21][N:20]=[C:19]3[C:11]=2[C:12]2[CH:13]=[CH:14][C:15]4[C:16](=[CH:23][N:24]([CH2:26][CH2:27]OS(C)(=O)=O)[N:25]=4)[C:17]=2[S:18]3)[CH:5]=[CH:6][C:7]=1[F:8].C(N(C(C)C)CC)(C)C.[NH2:42][CH2:43][CH2:44][S:45]([CH3:48])(=[O:47])=[O:46]. The catalyst is CN(C=O)C.CO. The product is [Cl:1][C:2]1[CH:3]=[C:4]([NH:9][C:10]2[N:22]=[CH:21][N:20]=[C:19]3[C:11]=2[C:12]2[CH:13]=[CH:14][C:15]4[C:16](=[CH:23][N:24]([CH2:26][CH2:27][NH:42][CH2:43][CH2:44][S:45]([CH3:48])(=[O:47])=[O:46])[N:25]=4)[C:17]=2[S:18]3)[CH:5]=[CH:6][C:7]=1[F:8]. The yield is 0.0510. (3) The yield is 0.230. The product is [CH3:80][O:79][C:67]1[CH:66]=[CH:65][C:64]([NH:63][C:2]2[CH:7]=[CH:6][C:5]([N+:8]([O-:10])=[O:9])=[CH:4][CH:3]=2)=[CH:69][C:68]=1[C:70]1[CH:75]=[CH:74][CH:73]=[C:72]([C:76](=[O:78])[CH3:77])[CH:71]=1. The reactants are I[C:2]1[CH:7]=[CH:6][C:5]([N+:8]([O-:10])=[O:9])=[CH:4][CH:3]=1.C(=O)([O-])[O-].[Cs+].[Cs+].C1(P(C2C=CC=CC=2)C2C=CC3C(=CC=CC=3)C=2C2C3C(=CC=CC=3)C=CC=2P(C2C=CC=CC=2)C2C=CC=CC=2)C=CC=CC=1.[NH2:63][C:64]1[CH:65]=[CH:66][C:67]([O:79][CH3:80])=[C:68]([C:70]2[CH:75]=[CH:74][CH:73]=[C:72]([C:76](=[O:78])[CH3:77])[CH:71]=2)[CH:69]=1. The catalyst is C1(C)C=CC=CC=1.C1C=CC(/C=C/C(/C=C/C2C=CC=CC=2)=O)=CC=1.C1C=CC(/C=C/C(/C=C/C2C=CC=CC=2)=O)=CC=1.C1C=CC(/C=C/C(/C=C/C2C=CC=CC=2)=O)=CC=1.[Pd].[Pd]. (4) The reactants are [NH2:1][C:2]1[C:3]([C:21]([O:23]C)=O)=[N:4][C:5]([C:15]2[CH:16]=[N:17][CH:18]=[CH:19][CH:20]=2)=[N:6]C=1NC1C=CC=CC=1.NC1C(C(OC)=O)=NC(Cl)=NC=1N[C:33]1[CH:38]=[CH:37]C=[CH:35][CH:34]=1.C([Sn](CCCC)(CCCC)C1C=[N:51]C=CC=1)CCC.[CH3:63][N:64]([CH:66]=O)[CH3:65]. No catalyst specified. The product is [C:65]1([N:64]2[CH:66]=[N:1][C:2]3[C:63]2=[N:6][C:5]([C:15]2[CH:16]=[N:17][CH:18]=[CH:19][CH:20]=2)=[N:4][C:3]=3[C:21]([NH2:51])=[O:23])[CH:37]=[CH:38][CH:33]=[CH:34][CH:35]=1. The yield is 0.570. (5) The reactants are N[C:2]1[S:3][CH:4]=[C:5]([C:7](=[O:13])[C:8]([O:10][CH2:11][CH3:12])=[O:9])[N:6]=1.CN(C)CCN(C)C.[C:22]([O:26][C:27](O[C:27]([O:26][C:22]([CH3:25])([CH3:24])[CH3:23])=[O:28])=[O:28])([CH3:25])([CH3:24])[CH3:23]. The catalyst is C(#N)C. The product is [C:22]([O:26][C:27]([C:2]1[S:3][CH:4]=[C:5]([C:7](=[O:13])[C:8]([O:10][CH2:11][CH3:12])=[O:9])[N:6]=1)=[O:28])([CH3:25])([CH3:24])[CH3:23]. The yield is 0.560. (6) The reactants are [N:1]([O-])=O.[Na+].[CH3:5][C:6]1[C:10]([CH2:11][N:12]2[CH:16]=[C:15]([C:17]([NH:19][NH2:20])=[O:18])[CH:14]=[N:13]2)=[C:9]([CH3:21])[O:8][N:7]=1. The catalyst is C(O)(=O)C. The product is [CH3:5][C:6]1[C:10]([CH2:11][N:12]2[CH:16]=[C:15]([C:17]([N:19]=[N+:20]=[N-:1])=[O:18])[CH:14]=[N:13]2)=[C:9]([CH3:21])[O:8][N:7]=1. The yield is 0.930. (7) The reactants are [CH3:1][C:2]1[O:6][N:5]=[C:4]([C:7]2[CH:12]=[CH:11][CH:10]=[CH:9][CH:8]=2)[C:3]=1[CH2:13][O:14][C:15]1[CH:23]=[CH:22][C:18]([C:19]([OH:21])=O)=[CH:17][N:16]=1.[F:24][CH:25]([F:28])[CH2:26][NH2:27]. No catalyst specified. The product is [F:24][CH:25]([F:28])[CH2:26][NH:27][C:19](=[O:21])[C:18]1[CH:22]=[CH:23][C:15]([O:14][CH2:13][C:3]2[C:4]([C:7]3[CH:8]=[CH:9][CH:10]=[CH:11][CH:12]=3)=[N:5][O:6][C:2]=2[CH3:1])=[N:16][CH:17]=1. The yield is 0.800. (8) The reactants are [CH2:1]([N:3]([CH:11]1[CH2:16][CH2:15][C:14]([C:17]2[C:25]3[C:20](=[CH:21][CH:22]=[C:23]([N+:26]([O-])=O)[CH:24]=3)[NH:19][CH:18]=2)=[CH:13][CH2:12]1)[C:4](=[O:10])[O:5][C:6]([CH3:9])([CH3:8])[CH3:7])[CH3:2]. The catalyst is N.CO.[Pd]. The product is [NH2:26][C:23]1[CH:24]=[C:25]2[C:20](=[CH:21][CH:22]=1)[NH:19][CH:18]=[C:17]2[CH:14]1[CH2:13][CH2:12][CH:11]([N:3]([CH2:1][CH3:2])[C:4](=[O:10])[O:5][C:6]([CH3:7])([CH3:8])[CH3:9])[CH2:16][CH2:15]1. The yield is 0.840.